Dataset: Catalyst prediction with 721,799 reactions and 888 catalyst types from USPTO. Task: Predict which catalyst facilitates the given reaction. Reactant: [Na].[N:2]1[CH:7]=[CH:6][C:5]([C:8]2[N:9]=[C:10]([SH:13])[S:11][CH:12]=2)=[CH:4][CH:3]=1.[C:14]1([CH2:20][C:21]([NH:23][C@@H:24]2[C:52](=[O:53])[N:26]3[C:27]([C:36]([O:38][CH:39]([C:46]4[CH:51]=[CH:50][CH:49]=[CH:48][CH:47]=4)[C:40]4[CH:45]=[CH:44][CH:43]=[CH:42][CH:41]=4)=[O:37])=[C:28](OS(C)(=O)=O)[CH2:29][S:30][C@H:25]23)=[O:22])[CH:19]=[CH:18][CH:17]=[CH:16][CH:15]=1. Product: [C:14]1([CH2:20][C:21]([NH:23][C@@H:24]2[C:52](=[O:53])[N:26]3[C:27]([C:36]([O:38][CH:39]([C:40]4[CH:41]=[CH:42][CH:43]=[CH:44][CH:45]=4)[C:46]4[CH:47]=[CH:48][CH:49]=[CH:50][CH:51]=4)=[O:37])=[C:28]([S:13][C:10]4[S:11][CH:12]=[C:8]([C:5]5[CH:4]=[CH:3][N:2]=[CH:7][CH:6]=5)[N:9]=4)[CH2:29][S:30][C@H:25]23)=[O:22])[CH:19]=[CH:18][CH:17]=[CH:16][CH:15]=1. The catalyst class is: 334.